From a dataset of NCI-60 drug combinations with 297,098 pairs across 59 cell lines. Regression. Given two drug SMILES strings and cell line genomic features, predict the synergy score measuring deviation from expected non-interaction effect. Drug 1: CC1=C(C(CCC1)(C)C)C=CC(=CC=CC(=CC(=O)O)C)C. Drug 2: C1=CC=C(C=C1)NC(=O)CCCCCCC(=O)NO. Cell line: OVCAR-8. Synergy scores: CSS=30.6, Synergy_ZIP=6.41, Synergy_Bliss=2.78, Synergy_Loewe=-39.7, Synergy_HSA=-6.17.